Dataset: Full USPTO retrosynthesis dataset with 1.9M reactions from patents (1976-2016). Task: Predict the reactants needed to synthesize the given product. (1) Given the product [ClH:15].[ClH:15].[CH3:36][N:33]1[CH2:32][CH2:31][N:30]([CH2:29][CH2:28][CH2:27][O:26][C:22]2[CH:21]=[C:20]3[C:25]([C:16]([CH:8]4[C:7]5[C:11](=[CH:12][CH:13]=[C:5]([C:3]#[N:4])[CH:6]=5)[NH:10][C:9]4=[O:14])=[N:17][CH:18]=[N:19]3)=[CH:24][CH:23]=2)[CH2:35][CH2:34]1, predict the reactants needed to synthesize it. The reactants are: [H-].[Na+].[C:3]([C:5]1[CH:6]=[C:7]2[C:11](=[CH:12][CH:13]=1)[NH:10][C:9](=[O:14])[CH2:8]2)#[N:4].[Cl:15][C:16]1[C:25]2[C:20](=[CH:21][C:22]([O:26][CH2:27][CH2:28][CH2:29][N:30]3[CH2:35][CH2:34][N:33]([CH3:36])[CH2:32][CH2:31]3)=[CH:23][CH:24]=2)[N:19]=[CH:18][N:17]=1. (2) The reactants are: [Cl:1][C:2]1[CH:7]=[CH:6][N:5]=[C:4]2[NH:8][CH:9]=[CH:10][C:3]=12.[Li]CCCC.[Si:16](Cl)([C:19]([CH3:22])([CH3:21])[CH3:20])([CH3:18])[CH3:17]. Given the product [C:19]([Si:16]([CH3:18])([CH3:17])[N:8]1[C:4]2=[N:5][CH:6]=[CH:7][C:2]([Cl:1])=[C:3]2[CH:10]=[CH:9]1)([CH3:22])([CH3:21])[CH3:20], predict the reactants needed to synthesize it. (3) Given the product [OH:14][CH2:13][C@@H:11]1[O:10][C:9](=[O:22])[N:8]([NH:7][C:6](=[O:23])[O:5][C:1]([CH3:3])([CH3:2])[CH3:4])[CH2:12]1, predict the reactants needed to synthesize it. The reactants are: [C:1]([O:5][C:6](=[O:23])[NH:7][N:8]1[CH2:12][C@H:11]([CH2:13][O:14]CC2C=CC=CC=2)[O:10][C:9]1=[O:22])([CH3:4])([CH3:3])[CH3:2].C([O-])=O.[NH4+]. (4) The reactants are: [N+:1]([C:4]1[N:9]=[CH:8][C:7]([C:10]2[CH2:15][CH2:14][N:13](C(OC(C)(C)C)=O)[CH2:12][CH:11]=2)=[CH:6][CH:5]=1)([O-:3])=[O:2]. Given the product [N+:1]([C:4]1[CH:5]=[CH:6][C:7]([C:10]2[CH2:15][CH2:14][NH:13][CH2:12][CH:11]=2)=[CH:8][N:9]=1)([O-:3])=[O:2], predict the reactants needed to synthesize it. (5) The reactants are: [C:1]([O:9][CH2:10][C@@H:11]([O:33][CH2:34][C:35]1[CH:40]=[CH:39][CH:38]=[CH:37][CH:36]=1)[C@H:12]1[O:20][CH:15](OC(=O)C)[C@H:14]([O:21][C:22](=[O:24])[CH3:23])[C@@H:13]1[O:25][CH2:26][C:27]1[CH:32]=[CH:31][CH:30]=[CH:29][CH:28]=1)(=[O:8])[C:2]1[CH:7]=[CH:6][CH:5]=[CH:4][CH:3]=1.[NH:41]1[CH:49]=[C:47]([CH3:48])[C:45](=[O:46])[NH:44][C:42]1=[O:43].O([Si](C)(C)C)S(C(F)(F)F)(=O)=O.C(=O)([O-])O.[Na+]. Given the product [C:22]([O:21][C@@H:14]1[C@H:13]([O:25][CH2:26][C:27]2[CH:28]=[CH:29][CH:30]=[CH:31][CH:32]=2)[C@@H:12]([C@@H:11]([CH2:10][O:9][C:1](=[O:8])[C:2]2[CH:7]=[CH:6][CH:5]=[CH:4][CH:3]=2)[O:33][CH2:34][C:35]2[CH:36]=[CH:37][CH:38]=[CH:39][CH:40]=2)[O:20][C@H:15]1[N:41]1[CH:49]=[C:47]([CH3:48])[C:45](=[O:46])[NH:44][C:42]1=[O:43])(=[O:24])[CH3:23], predict the reactants needed to synthesize it. (6) Given the product [OH:15][C@@H:13]([CH3:14])[C@H:9]([NH:8][C:6](=[O:7])[O:5][C:1]([CH3:2])([CH3:3])[CH3:4])[C:10]([N:40]([CH2:36][CH:37]([CH3:39])[CH3:38])[CH3:41])=[O:12], predict the reactants needed to synthesize it. The reactants are: [C:1]([O:5][C:6]([NH:8][C@@H:9]([C@@H:13]([OH:15])[CH3:14])[C:10]([OH:12])=O)=[O:7])([CH3:4])([CH3:3])[CH3:2].CCN(C(C)C)C(C)C.C1C=CC2N(O)N=NC=2C=1.O.[CH2:36]([NH:40][CH3:41])[CH:37]([CH3:39])[CH3:38].CCN=C=NCCCN(C)C.Cl.